This data is from NCI-60 drug combinations with 297,098 pairs across 59 cell lines. The task is: Regression. Given two drug SMILES strings and cell line genomic features, predict the synergy score measuring deviation from expected non-interaction effect. (1) Drug 1: CC1=C(C=C(C=C1)NC2=NC=CC(=N2)N(C)C3=CC4=NN(C(=C4C=C3)C)C)S(=O)(=O)N.Cl. Drug 2: C1CN(P(=O)(OC1)NCCCl)CCCl. Cell line: SF-539. Synergy scores: CSS=7.85, Synergy_ZIP=-4.51, Synergy_Bliss=-2.54, Synergy_Loewe=-7.01, Synergy_HSA=-3.29. (2) Drug 1: CC(CN1CC(=O)NC(=O)C1)N2CC(=O)NC(=O)C2. Drug 2: CC1=C(C=C(C=C1)NC(=O)C2=CC=C(C=C2)CN3CCN(CC3)C)NC4=NC=CC(=N4)C5=CN=CC=C5. Cell line: MDA-MB-435. Synergy scores: CSS=3.70, Synergy_ZIP=-2.13, Synergy_Bliss=-2.31, Synergy_Loewe=-4.16, Synergy_HSA=-4.12. (3) Drug 1: CCC(=C(C1=CC=CC=C1)C2=CC=C(C=C2)OCCN(C)C)C3=CC=CC=C3.C(C(=O)O)C(CC(=O)O)(C(=O)O)O. Drug 2: CCC1=C2CN3C(=CC4=C(C3=O)COC(=O)C4(CC)O)C2=NC5=C1C=C(C=C5)O. Cell line: HCT-15. Synergy scores: CSS=4.39, Synergy_ZIP=-4.47, Synergy_Bliss=0.505, Synergy_Loewe=-17.1, Synergy_HSA=-2.59. (4) Drug 1: CCC1(CC2CC(C3=C(CCN(C2)C1)C4=CC=CC=C4N3)(C5=C(C=C6C(=C5)C78CCN9C7C(C=CC9)(C(C(C8N6C=O)(C(=O)OC)O)OC(=O)C)CC)OC)C(=O)OC)O.OS(=O)(=O)O. Drug 2: N.N.Cl[Pt+2]Cl. Cell line: NCI-H460. Synergy scores: CSS=78.9, Synergy_ZIP=-0.380, Synergy_Bliss=-0.342, Synergy_Loewe=-0.815, Synergy_HSA=0.234. (5) Drug 1: C1CCN(CC1)CCOC2=CC=C(C=C2)C(=O)C3=C(SC4=C3C=CC(=C4)O)C5=CC=C(C=C5)O. Drug 2: CC1=C(N=C(N=C1N)C(CC(=O)N)NCC(C(=O)N)N)C(=O)NC(C(C2=CN=CN2)OC3C(C(C(C(O3)CO)O)O)OC4C(C(C(C(O4)CO)O)OC(=O)N)O)C(=O)NC(C)C(C(C)C(=O)NC(C(C)O)C(=O)NCCC5=NC(=CS5)C6=NC(=CS6)C(=O)NCCC[S+](C)C)O. Cell line: MALME-3M. Synergy scores: CSS=-2.32, Synergy_ZIP=0.815, Synergy_Bliss=0.0314, Synergy_Loewe=-0.564, Synergy_HSA=-1.66. (6) Drug 1: C1CCC(C1)C(CC#N)N2C=C(C=N2)C3=C4C=CNC4=NC=N3. Drug 2: CN(C)C1=NC(=NC(=N1)N(C)C)N(C)C. Cell line: HCT116. Synergy scores: CSS=-1.80, Synergy_ZIP=-0.0266, Synergy_Bliss=-0.661, Synergy_Loewe=-4.97, Synergy_HSA=-3.24. (7) Drug 1: C1=C(C(=O)NC(=O)N1)N(CCCl)CCCl. Drug 2: C1=NC2=C(N1)C(=S)N=C(N2)N. Cell line: A549. Synergy scores: CSS=53.5, Synergy_ZIP=-1.91, Synergy_Bliss=-0.129, Synergy_Loewe=-13.3, Synergy_HSA=2.90. (8) Drug 1: C1=CC(=CC=C1CCCC(=O)O)N(CCCl)CCCl. Drug 2: CC12CCC3C(C1CCC2OP(=O)(O)O)CCC4=C3C=CC(=C4)OC(=O)N(CCCl)CCCl.[Na+]. Cell line: A549. Synergy scores: CSS=13.8, Synergy_ZIP=-12.1, Synergy_Bliss=-8.72, Synergy_Loewe=-17.7, Synergy_HSA=-7.97. (9) Drug 1: COC1=CC(=CC(=C1O)OC)C2C3C(COC3=O)C(C4=CC5=C(C=C24)OCO5)OC6C(C(C7C(O6)COC(O7)C8=CC=CS8)O)O. Drug 2: CC1=C(C(CCC1)(C)C)C=CC(=CC=CC(=CC(=O)O)C)C. Cell line: M14. Synergy scores: CSS=35.5, Synergy_ZIP=4.00, Synergy_Bliss=1.20, Synergy_Loewe=-13.0, Synergy_HSA=0.344.